Task: Predict the product of the given reaction.. Dataset: Forward reaction prediction with 1.9M reactions from USPTO patents (1976-2016) (1) Given the reactants [CH3:1][O:2][C:3]1[CH:8]=[CH:7][C:6]([C:9]2[S:10][CH:11]=[CH:12][CH:13]=2)=[CH:5][CH:4]=1.[Br:14][C:15]1[CH:23]=[CH:22][C:18]([C:19](O)=O)=[C:17]([CH3:24])[CH:16]=1, predict the reaction product. The product is: [Br:14][C:15]1[CH:23]=[CH:22][C:18]([CH3:19])=[C:17]([CH2:24][C:11]2[S:10][C:9]([C:6]3[CH:5]=[CH:4][C:3]([O:2][CH3:1])=[CH:8][CH:7]=3)=[CH:13][CH:12]=2)[CH:16]=1. (2) The product is: [Br:18][C:14]1[N:15]=[C:16]([O:7][CH2:6][CH:1]2[CH2:5][CH2:4][CH2:3][CH2:2]2)[C:11]([NH2:10])=[N:12][CH:13]=1. Given the reactants [CH:1]1([CH2:6][OH:7])[CH2:5][CH2:4][CH2:3][CH2:2]1.[H-].[Na+].[NH2:10][C:11]1[C:16](Br)=[N:15][C:14]([Br:18])=[CH:13][N:12]=1, predict the reaction product. (3) Given the reactants [Cl:1][C:2]1[CH:3]=[C:4]([NH:14][C:15](=[O:20])[CH2:16][C:17](=O)[CH3:18])[CH:5]=[CH:6][C:7]=1[N:8]1[CH2:13][CH2:12][O:11][CH2:10][CH2:9]1.[NH3:21], predict the reaction product. The product is: [NH2:21]/[C:17](/[CH3:18])=[CH:16]\[C:15]([NH:14][C:4]1[CH:5]=[CH:6][C:7]([N:8]2[CH2:13][CH2:12][O:11][CH2:10][CH2:9]2)=[C:2]([Cl:1])[CH:3]=1)=[O:20].